Dataset: Forward reaction prediction with 1.9M reactions from USPTO patents (1976-2016). Task: Predict the product of the given reaction. (1) Given the reactants [NH2:1][C:2]1[N:7]=[CH:6][N:5]=[C:4]2[N:8]([CH:29]3[CH2:34][CH2:33][N:32]([C:35](=[O:46])[CH2:36][N:37](C)[C:38](=O)OC(C)(C)C)[CH2:31][CH2:30]3)[N:9]=[C:10]([C:11]3[CH:16]=[CH:15][C:14]([NH:17][C:18]([NH:20][C:21]4[CH:22]=[C:23]([CH3:27])[CH:24]=[CH:25][CH:26]=4)=[O:19])=[C:13]([F:28])[CH:12]=3)[C:3]=12.Cl, predict the reaction product. The product is: [NH2:1][C:2]1[N:7]=[CH:6][N:5]=[C:4]2[N:8]([CH:29]3[CH2:34][CH2:33][N:32]([C:35](=[O:46])[CH2:36][NH:37][CH3:38])[CH2:31][CH2:30]3)[N:9]=[C:10]([C:11]3[CH:16]=[CH:15][C:14]([NH:17][C:18]([NH:20][C:21]4[CH:26]=[CH:25][CH:24]=[C:23]([CH3:27])[CH:22]=4)=[O:19])=[C:13]([F:28])[CH:12]=3)[C:3]=12. (2) Given the reactants C([O:8][C:9]1[CH:10]=[C:11]([C:16]2[N:21]=[C:20]([CH3:22])[N:19]=[C:18]([N:23]([CH2:33][C:34]3[CH:39]=[CH:38][C:37]([O:40][CH3:41])=[CH:36][CH:35]=3)[CH2:24][C:25]3[CH:30]=[CH:29][C:28]([O:31][CH3:32])=[CH:27][CH:26]=3)[N:17]=2)[C:12]([F:15])=[N:13][CH:14]=1)C1C=CC=CC=1, predict the reaction product. The product is: [CH3:41][O:40][C:37]1[CH:36]=[CH:35][C:34]([CH2:33][N:23]([CH2:24][C:25]2[CH:26]=[CH:27][C:28]([O:31][CH3:32])=[CH:29][CH:30]=2)[C:18]2[N:19]=[C:20]([CH3:22])[N:21]=[C:16]([C:11]3[CH:10]=[C:9]([OH:8])[CH:14]=[N:13][C:12]=3[F:15])[N:17]=2)=[CH:39][CH:38]=1. (3) Given the reactants [CH:1]([N:4]1[C:8]([C:9]2[O:10][C:11]3[CH:21]=[C:20]([N:22]([CH3:27])[S:23]([CH3:26])(=[O:25])=[O:24])[C:19](B4OC(C)(C)C(C)(C)O4)=[CH:18][C:12]=3[C:13]=2[C:14]([NH:16][CH3:17])=[O:15])=[CH:7][CH:6]=[N:5]1)([CH3:3])[CH3:2].Cl[C:38]1[CH:47]=[CH:46][C:45]2[CH2:44][CH2:43][N:42]3[C:48]4[CH:49]=[CH:50][CH:51]=[C:52]([F:55])[C:53]=4[CH:54]=[C:41]3[C:40]=2[N:39]=1.C([O-])([O-])=O.[K+].[K+].CC(C1C=C(C(C)C)C(C2C=CC=CC=2P(C2CCCCC2)C2CCCCC2)=C(C(C)C)C=1)C, predict the reaction product. The product is: [F:55][C:52]1[C:53]2[CH:54]=[C:41]3[C:40]4[N:39]=[C:38]([C:19]5[C:20]([N:22]([CH3:27])[S:23]([CH3:26])(=[O:25])=[O:24])=[CH:21][C:11]6[O:10][C:9]([C:8]7[N:4]([CH:1]([CH3:3])[CH3:2])[N:5]=[CH:6][CH:7]=7)=[C:13]([C:14]([NH:16][CH3:17])=[O:15])[C:12]=6[CH:18]=5)[CH:47]=[CH:46][C:45]=4[CH2:44][CH2:43][N:42]3[C:48]=2[CH:49]=[CH:50][CH:51]=1. (4) Given the reactants [C:1]([N:4]([CH3:26])[C:5]1[CH:6]=[CH:7][C:8]([NH:18][CH2:19][CH:20]2[CH2:25][CH2:24][O:23][CH2:22][CH2:21]2)=[C:9]([NH:11][C:12](=O)[C:13]([F:16])([F:15])[CH3:14])[CH:10]=1)(=[O:3])[CH3:2], predict the reaction product. The product is: [F:15][C:13]([C:12]1[N:18]([CH2:19][CH:20]2[CH2:25][CH2:24][O:23][CH2:22][CH2:21]2)[C:8]2[CH:7]=[CH:6][C:5]([N:4]([CH3:26])[C:1](=[O:3])[CH3:2])=[CH:10][C:9]=2[N:11]=1)([F:16])[CH3:14]. (5) Given the reactants [Cl:1][C:2]1[CH:7]=[C:6]([CH2:8][C@H:9]2[C@@H:13]([CH2:14][OH:15])[O:12][C:11]([CH3:17])([CH3:16])[N:10]2[C:18]([O:20][C:21]([CH3:24])([CH3:23])[CH3:22])=[O:19])[CH:5]=[CH:4][N:3]=1.[CH3:25][C:26]([Si:29](Cl)([CH3:31])[CH3:30])([CH3:28])[CH3:27].N1C=CN=C1, predict the reaction product. The product is: [Si:29]([O:15][CH2:14][C@H:13]1[O:12][C:11]([CH3:17])([CH3:16])[N:10]([C:18]([O:20][C:21]([CH3:24])([CH3:23])[CH3:22])=[O:19])[C@H:9]1[CH2:8][C:6]1[CH:5]=[CH:4][N:3]=[C:2]([Cl:1])[CH:7]=1)([C:26]([CH3:28])([CH3:27])[CH3:25])([CH3:31])[CH3:30]. (6) The product is: [C:1]([C@@H:4]1[CH2:8][CH2:7][CH2:6][N:5]1[C:9]1[N:14]=[C:13]([Cl:15])[N:12]=[C:11]([C:16]([NH2:20])=[O:18])[CH:10]=1)(=[O:3])[NH2:2]. Given the reactants [C:1]([C@@H:4]1[CH2:8][CH2:7][CH2:6][N:5]1[C:9]1[N:14]=[C:13]([Cl:15])[N:12]=[C:11]([C:16]([O:18]C)=O)[CH:10]=1)(=[O:3])[NH2:2].[NH3:20], predict the reaction product.